From a dataset of Forward reaction prediction with 1.9M reactions from USPTO patents (1976-2016). Predict the product of the given reaction. (1) Given the reactants [CH2:1]([O:3][C:4]([C:6]1[C:15](=[O:16])[N:14]2[C:9]([C:10]([CH3:18])=[C:11](Cl)[CH:12]=[CH:13]2)=[C:8]([CH:19]2[CH2:21][CH2:20]2)[CH:7]=1)=[O:5])[CH3:2].[OH:22][C:23]1[CH:28]=[CH:27][C:26](B(O)OC)=[CH:25][CH:24]=1.[C:33]([O-])([O-])=O.[Na+].[Na+], predict the reaction product. The product is: [CH2:1]([O:3][C:4]([C:6]1[C:15](=[O:16])[N:14]2[C:9]([C:10]([CH3:18])=[C:11]([C:26]3[CH:27]=[CH:28][C:23]([OH:22])=[CH:24][C:25]=3[CH3:33])[CH:12]=[CH:13]2)=[C:8]([CH:19]2[CH2:21][CH2:20]2)[CH:7]=1)=[O:5])[CH3:2]. (2) Given the reactants [Cl:1][C:2]1[CH:3]=[C:4]2[C:8](=[CH:9][CH:10]=1)[NH:7][CH:6]=[C:5]2[CH2:11][N:12]1[C:20]([C:21]2[N:22]([CH3:26])[CH:23]=[CH:24][N:25]=2)=[C:19]2[C:14]([NH:15][C:16](=[O:29])[N:17]([CH3:28])[C:18]2=[O:27])=[N:13]1.Br[CH2:31][C:32]1[C:33]([CH3:38])=[N:34][O:35][C:36]=1[CH3:37].C(=O)([O-])[O-].[K+].[K+], predict the reaction product. The product is: [Cl:1][C:2]1[CH:3]=[C:4]2[C:8](=[CH:9][CH:10]=1)[NH:7][CH:6]=[C:5]2[CH2:11][N:12]1[C:20]([C:21]2[N:22]([CH3:26])[CH:23]=[CH:24][N:25]=2)=[C:19]2[C:14]([N:15]([CH2:31][C:32]3[C:33]([CH3:38])=[N:34][O:35][C:36]=3[CH3:37])[C:16](=[O:29])[N:17]([CH3:28])[C:18]2=[O:27])=[N:13]1.